The task is: Predict the reactants needed to synthesize the given product.. This data is from Full USPTO retrosynthesis dataset with 1.9M reactions from patents (1976-2016). Given the product [C:1]([O:6][CH3:7])(=[O:5])[C:2]([CH3:4])=[CH2:3].[C:8]([O:12][CH2:13][CH2:14][O:15][CH3:16])(=[O:11])[C:9]([CH3:17])=[CH2:10].[C:17]([O:22][CH2:23][C:24]1[CH:25]=[CH:26][CH:27]=[CH:28][CH:29]=1)(=[O:21])[C:18]([CH3:20])=[CH2:19].[C:30]([OH:35])(=[O:34])[C:31]([CH3:33])=[CH2:32], predict the reactants needed to synthesize it. The reactants are: [C:1]([O:6][CH3:7])(=[O:5])[C:2]([CH3:4])=[CH2:3].[C:8]([O:12][CH2:13][CH2:14][O:15][CH3:16])(=[O:11])[CH:9]=[CH2:10].[C:17]([O:22][CH2:23][C:24]1[CH:29]=[CH:28][CH:27]=[CH:26][CH:25]=1)(=[O:21])[C:18]([CH3:20])=[CH2:19].[C:30]([OH:35])(=[O:34])[C:31]([CH3:33])=[CH2:32].N(C(C)(C)C(OC)=O)=NC(C)(C)C(OC)=O.